From a dataset of Catalyst prediction with 721,799 reactions and 888 catalyst types from USPTO. Predict which catalyst facilitates the given reaction. (1) Reactant: [NH2:1][C:2]1[NH:3][C:4](=[O:15])[C:5]([C:13]#[N:14])=[C:6]([C:8]2[O:9][CH:10]=[CH:11][CH:12]=2)[N:7]=1.C(=O)([O-])[O-].[Cs+].[Cs+].Cl.Cl[CH2:24][C:25]1[CH:34]=[CH:33][C:32]2[C:27](=[CH:28][CH:29]=[CH:30][CH:31]=2)[N:26]=1. Product: [NH2:1][C:2]1[N:7]=[C:6]([C:8]2[O:9][CH:10]=[CH:11][CH:12]=2)[C:5]([C:13]#[N:14])=[C:4]([O:15][CH2:24][C:25]2[CH:34]=[CH:33][C:32]3[C:27](=[CH:28][CH:29]=[CH:30][CH:31]=3)[N:26]=2)[N:3]=1. The catalyst class is: 3. (2) The catalyst class is: 6. Reactant: [OH:1][C:2]1[C:6]([CH2:7][C:8]([O:10][CH3:11])=[O:9])=[CH:5][N:4]([CH3:12])[N:3]=1.Cl[CH2:14][C:15]1[CH:16]=[CH:17][C:18]([O:21][CH2:22][C:23]2[N:24]=[C:25]([C:28]3[CH:33]=[CH:32][CH:31]=[CH:30][CH:29]=3)[S:26][CH:27]=2)=[N:19][CH:20]=1.C(=O)([O-])[O-].[K+].[K+].CN(C)C=O. Product: [CH3:12][N:4]1[CH:5]=[C:6]([CH2:7][C:8]([O:10][CH3:11])=[O:9])[C:2]([O:1][CH2:14][C:15]2[CH:20]=[N:19][C:18]([O:21][CH2:22][C:23]3[N:24]=[C:25]([C:28]4[CH:33]=[CH:32][CH:31]=[CH:30][CH:29]=4)[S:26][CH:27]=3)=[CH:17][CH:16]=2)=[N:3]1. (3) Reactant: C([O:3][C:4]([C:6]1[CH:14]=[C:13]2[C:9]([C:10]([C:25](=[O:36])[NH:26][CH2:27][C:28]3[CH:33]=[CH:32][C:31]([F:34])=[C:30]([F:35])[CH:29]=3)=[C:11]([CH:22]([CH3:24])[CH3:23])[N:12]2[CH2:15][C:16]2[CH:21]=[CH:20][CH:19]=[CH:18][N:17]=2)=[CH:8][CH:7]=1)=[O:5])C.[OH-].[Na+].O. Product: [F:35][C:30]1[CH:29]=[C:28]([CH:33]=[CH:32][C:31]=1[F:34])[CH2:27][NH:26][C:25]([C:10]1[C:9]2[C:13](=[CH:14][C:6]([C:4]([OH:5])=[O:3])=[CH:7][CH:8]=2)[N:12]([CH2:15][C:16]2[CH:21]=[CH:20][CH:19]=[CH:18][N:17]=2)[C:11]=1[CH:22]([CH3:24])[CH3:23])=[O:36]. The catalyst class is: 14.